From a dataset of CYP2C19 inhibition data for predicting drug metabolism from PubChem BioAssay. Regression/Classification. Given a drug SMILES string, predict its absorption, distribution, metabolism, or excretion properties. Task type varies by dataset: regression for continuous measurements (e.g., permeability, clearance, half-life) or binary classification for categorical outcomes (e.g., BBB penetration, CYP inhibition). Dataset: cyp2c19_veith. (1) The molecule is COC(=O)C(NNc1ccccc1)(NC(=O)c1ccccc1F)C(F)(F)F. The result is 1 (inhibitor). (2) The molecule is COc1ccc2[nH]cc(CCNc3nc(-c4cccc(C#N)c4)nc4ccccc34)c2c1. The result is 1 (inhibitor). (3) The result is 1 (inhibitor). The drug is Cc1sc(N/N=C/C=C/c2ccccc2)nc1-c1ccccc1.